This data is from Forward reaction prediction with 1.9M reactions from USPTO patents (1976-2016). The task is: Predict the product of the given reaction. The product is: [NH2:30][C:25]1[CH:26]=[CH:27][CH:28]=[CH:29][C:24]=1[NH:31][C:21]([C:17]1[CH:18]=[C:19]([CH3:20])[N:15]([CH2:14][C:4]2[C:5]3[O:9][C:8]([CH:10]([CH3:11])[CH3:12])=[CH:7][C:6]=3[CH:13]=[C:2]([Cl:1])[CH:3]=2)[N:16]=1)=[O:22]. Given the reactants [Cl:1][C:2]1[CH:3]=[C:4]([CH2:14][N:15]2[C:19]([CH3:20])=[CH:18][C:17]([C:21](O)=[O:22])=[N:16]2)[C:5]2[O:9][C:8]([CH:10]([CH3:12])[CH3:11])=[CH:7][C:6]=2[CH:13]=1.[C:24]1([NH2:31])[CH:29]=[CH:28][CH:27]=[CH:26][C:25]=1[NH2:30].Cl.CN(C)CCCN=C=NCC.O.ON1C2C=CC=CC=2N=N1, predict the reaction product.